Dataset: Forward reaction prediction with 1.9M reactions from USPTO patents (1976-2016). Task: Predict the product of the given reaction. Given the reactants Cl[C:2]1[CH:3]=[C:4]2[N:11]([CH3:12])[CH:10]([CH3:13])[CH2:9][N:5]2[C:6](=[O:8])[N:7]=1.[F:14][C:15]1[CH:16]=[C:17]([CH:29]=[C:30]([C:32]([F:35])([F:34])[F:33])[CH:31]=1)[O:18][C:19]1[CH:26]=[CH:25][C:24]([CH2:27][OH:28])=[CH:23][C:20]=1[C:21]#[N:22].[H-].[Na+].CN(C)[CH:40]=[O:41], predict the reaction product. The product is: [CH3:12][N:11]1[C:4]2[N:5]([C:6](=[O:8])[N:7]=[C:2]([O:28][CH2:27][C:24]3[CH:25]=[CH:26][C:19]([O:18][C:17]4[CH:29]=[C:30]([C:32]([F:33])([F:34])[F:35])[CH:31]=[C:15]([F:14])[CH:16]=4)=[C:20]([CH:23]=3)[C:21]#[N:22])[CH:3]=2)[CH2:9][CH:10]1[CH3:13].[F:33][C:32]([F:35])([F:34])[C:40]([OH:41])=[O:8].